Dataset: Forward reaction prediction with 1.9M reactions from USPTO patents (1976-2016). Task: Predict the product of the given reaction. (1) Given the reactants [N:1]([CH:4]([C:35]1[O:36][CH:37]=[CH:38][N:39]=1)[CH2:5][S:6][C:7]1[N:8]=[C:9]([O:33][CH3:34])[C:10]([N:13](COCC[Si](C)(C)C)[S:14]([C:17]2[CH:22]=[CH:21][CH:20]=[C:19]([Cl:23])[C:18]=2[Cl:24])(=[O:16])=[O:15])=[N:11][CH:12]=1)=[N+:2]=[N-:3].Cl[CH2:41]Cl, predict the reaction product. The product is: [CH3:17][CH2:22][CH2:21][CH:20]([CH3:19])[CH3:41].[N:1]([CH:4]([C:35]1[O:36][CH:37]=[CH:38][N:39]=1)[CH2:5][S:6][C:7]1[N:8]=[C:9]([O:33][CH3:34])[C:10]([NH:13][S:14]([C:17]2[CH:22]=[CH:21][CH:20]=[C:19]([Cl:23])[C:18]=2[Cl:24])(=[O:16])=[O:15])=[N:11][CH:12]=1)=[N+:2]=[N-:3]. (2) Given the reactants N[C:2]1[CH:9]=[CH:8][C:5]([CH2:6][OH:7])=[CH:4][CH:3]=1.Cl.N([O-])=O.[Na+].[CH-:15]1[CH:19]=[CH:18][CH:17]=[CH:16]1.[CH-:20]1[CH:24]=[CH:23][CH:22]=[CH:21]1.[Fe+2:25], predict the reaction product. The product is: [C-:15]1([C:2]2[CH:9]=[CH:8][C:5]([CH2:6][OH:7])=[CH:4][CH:3]=2)[CH:19]=[CH:18][CH:17]=[CH:16]1.[CH-:20]1[CH:24]=[CH:23][CH:22]=[CH:21]1.[Fe+2:25].[C-:15]1([C:2]2[CH:9]=[CH:8][C:5]([CH:6]=[O:7])=[CH:4][CH:3]=2)[CH:19]=[CH:18][CH:17]=[CH:16]1.[CH-:6]1[CH:5]=[CH:8][CH:9]=[CH:2]1.[Fe+2:25]. (3) Given the reactants Cl.[CH3:2][NH2:3].C[Al](C)C.C(OC([C:13]1[N:14]([CH2:21][CH2:22][O:23][CH3:24])[N:15]=[CH:16][C:17]=1[N+:18]([O-:20])=[O:19])=O)C.[O-]S([O-])(=O)=O.[Mg+2].[O:31]1[CH2:36]COCC1, predict the reaction product. The product is: [CH3:2][NH:3][C:36]([C:16]1[C:17]([N+:18]([O-:20])=[O:19])=[CH:13][N:14]([CH2:21][CH2:22][O:23][CH3:24])[N:15]=1)=[O:31]. (4) The product is: [Br:1][C:2]1[CH:3]=[C:4]2[C:8](=[CH:9][CH:10]=1)[C@@H:7]([OH:11])[CH2:6][CH2:5]2. Given the reactants [Br:1][C:2]1[CH:3]=[C:4]2[C:8](=[CH:9][CH:10]=1)[C:7](=[O:11])[CH2:6][CH2:5]2.C1COCC1.B1(C)OC(C2C=CC=CC=2)(C2C=CC=CC=2)[C@@H]2N1CCC2.B.CSC, predict the reaction product. (5) The product is: [CH3:1][C:2]1[C:7]2[N:8]3[CH:13]=[C:12]([CH2:14][OH:15])[N:11]=[C:9]3[S:10][C:6]=2[CH:5]=[CH:4][CH:3]=1. Given the reactants [CH3:1][C:2]1[C:7]2[N:8]3[CH:13]=[C:12]([C:14](OCC)=[O:15])[N:11]=[C:9]3[S:10][C:6]=2[CH:5]=[CH:4][CH:3]=1.[H-].[H-].[H-].[H-].[Li+].[Al+3], predict the reaction product. (6) Given the reactants [Br:1][C:2]1[C:3]([N:12]2[CH2:17][CH2:16][N:15]([CH2:18][C:19]3[CH:23]=[C:22]([CH3:24])[O:21][N:20]=3)[CH2:14][CH2:13]2)=[C:4]([N+:9]([O-])=O)[C:5]([NH2:8])=[N:6][CH:7]=1.CCO.[N:28]1([CH2:34][C:35]2[CH:42]=[CH:41][C:38]([CH:39]=O)=[CH:37][CH:36]=2)[CH2:33][CH2:32][O:31][CH2:30][CH2:29]1.[O-]S(S([O-])=O)=O.[Na+].[Na+], predict the reaction product. The product is: [Br:1][C:2]1[C:3]([N:12]2[CH2:17][CH2:16][N:15]([CH2:18][C:19]3[CH:23]=[C:22]([CH3:24])[O:21][N:20]=3)[CH2:14][CH2:13]2)=[C:4]2[N:9]=[C:39]([C:38]3[CH:37]=[CH:36][C:35]([CH2:34][N:28]4[CH2:33][CH2:32][O:31][CH2:30][CH2:29]4)=[CH:42][CH:41]=3)[NH:8][C:5]2=[N:6][CH:7]=1. (7) Given the reactants [Cl:1][C:2]1[CH:7]=[CH:6][CH:5]=[C:4]([CH:8]2[CH2:10][CH2:9]2)[C:3]=1[C:11]([N:13]1[C:21]2[C:16](=[C:17]([F:22])[CH:18]=[CH:19][CH:20]=2)[C:15](I)=[N:14]1)=[O:12].[OH:24][CH:25]1[C:30]([CH3:36])([C:31]([O:33][CH2:34][CH3:35])=[O:32])[CH2:29][CH2:28][NH:27][CH2:26]1.C([O-])([O-])=O.[Cs+].[Cs+], predict the reaction product. The product is: [Cl:1][C:2]1[CH:7]=[CH:6][CH:5]=[C:4]([CH:8]2[CH2:10][CH2:9]2)[C:3]=1[C:11]([N:13]1[C:21]2[C:16](=[C:17]([F:22])[CH:18]=[CH:19][CH:20]=2)[C:15]([N:27]2[CH2:28][CH2:29][C:30]([CH3:36])([C:31]([O:33][CH2:34][CH3:35])=[O:32])[CH:25]([OH:24])[CH2:26]2)=[N:14]1)=[O:12].